From a dataset of Reaction yield outcomes from USPTO patents with 853,638 reactions. Predict the reaction yield, written as a fraction of the theoretical maximum amount of product (1.0 means a 100% yield; for example, 0.34 means a 34% yield). The reactants are [Cl:1][C:2]1[C:10]2[N:9]=[C:8]3[NH:11][CH2:12][CH2:13][CH2:14][CH2:15][N:7]3[C:6]=2[C:5]([CH:16]([CH2:19][CH3:20])[CH2:17][CH3:18])=[CH:4][CH:3]=1.Br[C:22]1[C:27]([Cl:28])=[CH:26][C:25]([Cl:29])=[CH:24][N:23]=1.N1C=CC=CC=1C1C=CC=CN=1.C(=O)([O-])[O-].[Cs+].[Cs+]. The catalyst is CN1CCCC1=O.C(OCC)(=O)C.[Cu]I. The product is [Cl:1][C:2]1[C:10]2[N:9]=[C:8]3[N:11]([C:22]4[C:27]([Cl:28])=[CH:26][C:25]([Cl:29])=[CH:24][N:23]=4)[CH2:12][CH2:13][CH2:14][CH2:15][N:7]3[C:6]=2[C:5]([CH:16]([CH2:19][CH3:20])[CH2:17][CH3:18])=[CH:4][CH:3]=1. The yield is 0.340.